This data is from Reaction yield outcomes from USPTO patents with 853,638 reactions. The task is: Predict the reaction yield, written as a fraction of the theoretical maximum amount of product (1.0 means a 100% yield; for example, 0.34 means a 34% yield). (1) The reactants are C1(P(C2C=CC=CC=2)C2C=CC=CC=2)C=CC=CC=1.[CH2:20]([O:24][C:25]1[CH:30]=[CH:29][C:28]([S:31](Cl)(=O)=O)=[CH:27][CH:26]=1)[C:21]#[C:22][CH3:23].Cl. The catalyst is C(Cl)Cl.CN(C=O)C.[Cl-].[Na+].O. The product is [CH2:20]([O:24][C:25]1[CH:26]=[CH:27][C:28]([SH:31])=[CH:29][CH:30]=1)[C:21]#[C:22][CH3:23]. The yield is 0.580. (2) The reactants are Br[C:2]1[CH:10]=[CH:9][CH:8]=[CH:7][C:3]=1[C:4](O)=[O:5].CC[N:13]=C=NCCCN(C)C.C1C=CC2N(O)N=NC=2C=1.CN1CCOCC1.NCC(N[C@H](B1O[C@@H]2C[C@@H]3C[C@H]([C@]2(C)O1)C3(C)C)CC(C)C)=O. The catalyst is C(Cl)Cl. The product is [C:4]([NH2:13])(=[O:5])[C:3]1[CH:7]=[CH:8][CH:9]=[CH:10][CH:2]=1. The yield is 0.780. (3) The reactants are [NH2:1][C:2]1[CH:7]=[CH:6][CH:5]=[CH:4][C:3]=1[NH:8][C:9](=[O:37])[C:10]1[CH:15]=[CH:14][C:13]([CH2:16]NC2N=C(NCCC3C=CC(OC)=C(OC)C=3)C=CN=2)=[CH:12][CH:11]=1.COC1C=C(CCNC2C=CN=C(NCC3C=CC(C(O)=O)=CC=3)N=2)C=CC=1OC.[O:68]=[C:69]1[NH:73][C:72](=[O:74])[CH:71](CC2C=CC(C(O)=O)=CC=2)[S:70]1. No catalyst specified. The product is [NH2:1][C:2]1[CH:7]=[CH:6][CH:5]=[CH:4][C:3]=1[NH:8][C:9](=[O:37])[C:10]1[CH:11]=[CH:12][C:13]([CH2:16][CH:71]2[S:70][C:69](=[O:68])[NH:73][C:72]2=[O:74])=[CH:14][CH:15]=1. The yield is 0.510. (4) The reactants are [Br:1][C:2]1[CH:16]=[CH:15][C:5]2[C:6]3[N:7]([CH:11]=[C:12](I)[N:13]=3)[CH2:8][CH2:9][O:10][C:4]=2[CH:3]=1.[CH:17]([NH2:19])=[O:18].C[CH2:21][O:22]C(C)=O. The catalyst is CN(C1C=CN=CC=1)C.C1C=CC(P(C2C=CC=CC=2)[C-]2C=CC=C2)=CC=1.C1C=CC(P(C2C=CC=CC=2)[C-]2C=CC=C2)=CC=1.Cl[Pd]Cl.[Fe+2]. The product is [Br:1][C:2]1[CH:16]=[CH:15][C:5]2[C:6]3[N:7]([CH:11]=[C:12]([C:17]([NH:19][CH:21]=[O:22])=[O:18])[N:13]=3)[CH2:8][CH2:9][O:10][C:4]=2[CH:3]=1. The yield is 0.460.